From a dataset of hERG Central: cardiac toxicity at 1µM, 10µM, and general inhibition. Predict hERG channel inhibition at various concentrations. (1) The molecule is COc1cccc(Oc2ccc(S(=O)(=O)N3CCCC3)cc2[N+](=O)[O-])c1. Results: hERG_inhib (hERG inhibition (general)): blocker. (2) Results: hERG_inhib (hERG inhibition (general)): blocker. The drug is COc1ccc(/C=C/CN2CCCC(C(=O)c3ccc(OC)c(F)c3)C2)cc1. (3) The drug is Cc1ccc(CNC(=O)CCn2cc(-c3ccc(F)cc3)nc2-c2ccncc2)cc1. Results: hERG_inhib (hERG inhibition (general)): blocker. (4) The molecule is Cl.OC(COCC1COc2ccccc2O1)CN1CCN(c2ccc(F)cc2)CC1. Results: hERG_inhib (hERG inhibition (general)): blocker.